Dataset: Full USPTO retrosynthesis dataset with 1.9M reactions from patents (1976-2016). Task: Predict the reactants needed to synthesize the given product. (1) Given the product [CH3:35][N:24]([CH2:23][C:15]1[N:14]([CH2:2][CH2:3][CH2:4][CH2:5][NH:6][C:7](=[O:13])[O:8][C:9]([CH3:12])([CH3:11])[CH3:10])[C:18]2[CH:19]=[CH:20][CH:21]=[CH:22][C:17]=2[N:16]=1)[CH:25]1[C:34]2[N:33]=[CH:32][CH:31]=[CH:30][C:29]=2[CH2:28][CH2:27][CH2:26]1, predict the reactants needed to synthesize it. The reactants are: Cl[CH2:2][CH2:3][CH2:4][CH2:5][NH:6][C:7](=[O:13])[O:8][C:9]([CH3:12])([CH3:11])[CH3:10].[NH:14]1[C:18]2[CH:19]=[CH:20][CH:21]=[CH:22][C:17]=2[N:16]=[C:15]1[CH2:23][N:24]([CH3:35])[CH:25]1[C:34]2[N:33]=[CH:32][CH:31]=[CH:30][C:29]=2[CH2:28][CH2:27][CH2:26]1.CN(CC1N(CC2C=NC=CC=2)C2C=CC=CC=2N=1)C1C2N=CC=CC=2CCC1. (2) Given the product [N:12]1([C:4]2[N:3]=[C:2]([Cl:1])[N:10]=[C:9]3[C:5]=2[N:6]=[CH:7][NH:8]3)[C:16]2[CH:17]=[CH:18][CH:19]=[CH:20][C:15]=2[N:14]=[CH:13]1, predict the reactants needed to synthesize it. The reactants are: [Cl:1][C:2]1[N:10]=[C:9]2[C:5]([NH:6][CH:7]=[N:8]2)=[C:4](Cl)[N:3]=1.[N:12]1[C:16]2[CH:17]=[CH:18][CH:19]=[CH:20][C:15]=2[NH:14][CH:13]=1. (3) Given the product [C:16]([Si:20]([CH3:22])([CH3:21])[O:12][CH2:11][CH2:10][O:9][C:4]1[C:3]([N+:13]([O-:15])=[O:14])=[C:2]([NH2:1])[CH:7]=[C:6]([Cl:8])[N:5]=1)([CH3:19])([CH3:18])[CH3:17], predict the reactants needed to synthesize it. The reactants are: [NH2:1][C:2]1[CH:7]=[C:6]([Cl:8])[N:5]=[C:4]([O:9][CH2:10][CH2:11][OH:12])[C:3]=1[N+:13]([O-:15])=[O:14].[C:16]([Si:20](Cl)([CH3:22])[CH3:21])([CH3:19])([CH3:18])[CH3:17].N1C=CN=C1.[NH4+].[Cl-]. (4) Given the product [CH3:9][O:8][C:6]1[CH:5]=[CH:4][C:3]([C:10](=[O:11])[C:12]2[CH:13]=[CH:14][C:15]([O:18][CH2:19][C:20]3[N:21]=[C:22]([C:26]4[CH:27]=[CH:28][CH:29]=[CH:30][CH:31]=4)[O:23][C:24]=3[CH3:25])=[CH:16][CH:17]=2)=[C:2]([CH:7]=1)[O:1][CH2:33][C:34]([OH:36])=[O:35], predict the reactants needed to synthesize it. The reactants are: [OH:1][C:2]1[CH:7]=[C:6]([O:8][CH3:9])[CH:5]=[CH:4][C:3]=1[C:10]([C:12]1[CH:17]=[CH:16][C:15]([O:18][CH2:19][C:20]2[N:21]=[C:22]([C:26]3[CH:31]=[CH:30][CH:29]=[CH:28][CH:27]=3)[O:23][C:24]=2[CH3:25])=[CH:14][CH:13]=1)=[O:11].Br[CH2:33][C:34]([O:36]CC)=[O:35].C(=O)([O-])[O-].[K+].[K+].CN(C)C=O. (5) Given the product [CH3:8][N:7]([CH3:9])[C:6]1[CH:5]=[C:4]([C:3](=[N:2][O:1][CH2:20][C:21]2[N:26]=[C:25]([N:27]3[C:28](=[O:37])[C:29]4[C:34](=[CH:33][CH:32]=[CH:31][CH:30]=4)[C:35]3=[O:36])[CH:24]=[CH:23][CH:22]=2)[C:13]2[N:17]([CH3:18])[N:16]=[N:15][N:14]=2)[CH:12]=[CH:11][CH:10]=1, predict the reactants needed to synthesize it. The reactants are: [OH:1][N:2]=[C:3]([C:13]1[N:17]([CH3:18])[N:16]=[N:15][N:14]=1)[C:4]1[CH:5]=[C:6]([CH:10]=[CH:11][CH:12]=1)[N:7]([CH3:9])[CH3:8].Br[CH2:20][C:21]1[N:26]=[C:25]([N:27]2[C:35](=[O:36])[C:34]3[C:29](=[CH:30][CH:31]=[CH:32][CH:33]=3)[C:28]2=[O:37])[CH:24]=[CH:23][CH:22]=1.C(=O)([O-])[O-].[Cs+].[Cs+].[I-].[K+]. (6) Given the product [ClH:28].[F:27][C:2]([F:1])([F:26])[S:3]([N:6]1[CH2:11][CH2:10][CH:9]([CH2:12][N:13]2[CH2:23][C:22]3[N:24]4[C:15](=[CH:16][N:17]=[C:18]4[CH:19]=[CH:20][CH:21]=3)[C:14]2=[O:25])[CH2:8][CH2:7]1)(=[O:4])=[O:5], predict the reactants needed to synthesize it. The reactants are: [F:1][C:2]([F:27])([F:26])[S:3]([N:6]1[CH2:11][CH2:10][CH:9]([CH2:12][N:13]2[CH2:23][C:22]3[N:24]4[C:15](=[CH:16][N:17]=[C:18]4[CH:19]=[CH:20][CH:21]=3)[C:14]2=[O:25])[CH2:8][CH2:7]1)(=[O:5])=[O:4].[ClH:28].